Dataset: Experimentally validated miRNA-target interactions with 360,000+ pairs, plus equal number of negative samples. Task: Binary Classification. Given a miRNA mature sequence and a target amino acid sequence, predict their likelihood of interaction. The miRNA is mmu-miR-873a-5p with sequence GCAGGAACUUGUGAGUCUCCU. The protein sequence of the target gene is MPSRLRKTRKLRGHVSHGHGRIGKHRKHPGGRGNAGGLHHHRINFDKYHPGYFGKVGMKHYHLKRNQSFCPTVNLDKLWTLVSEQTRVNAAKNKTGAAPIIDVVRSGYYKVLGKGKLPKQPVIVKAKFFSRRAEEKIKSVGGACVLVA. Result: 0 (no interaction).